From a dataset of Reaction yield outcomes from USPTO patents with 853,638 reactions. Predict the reaction yield, written as a fraction of the theoretical maximum amount of product (1.0 means a 100% yield; for example, 0.34 means a 34% yield). (1) The product is [C:30]([OH:32])([C:29]([F:34])([F:33])[F:28])=[O:31].[F:28][C:29]([F:34])([F:33])[C:30]([OH:32])=[O:31].[Cl:1][C:2]1[CH:7]=[CH:6][C:5]([N:8]2[C:12]([CH:13]3[CH2:18][CH2:17][NH:16][CH2:15][CH2:14]3)=[N:11][C:10]([CH3:26])=[N:9]2)=[CH:4][C:3]=1[CH3:27]. The yield is 0.00100. The catalyst is ClCCl. The reactants are [Cl:1][C:2]1[CH:7]=[CH:6][C:5]([N:8]2[C:12]([CH:13]3[CH2:18][CH2:17][N:16](C(OC(C)(C)C)=O)[CH2:15][CH2:14]3)=[N:11][C:10]([CH3:26])=[N:9]2)=[CH:4][C:3]=1[CH3:27].[F:28][C:29]([F:34])([F:33])[C:30]([OH:32])=[O:31]. (2) The reactants are [CH2:1]([OH:3])[CH3:2].[H-].[Na+].F[C:7]1[CH:8]=[C:9]([CH:13]=[CH:14][C:15]=1[N+:16]([O-:18])=[O:17])[C:10]([NH2:12])=[O:11]. The catalyst is C1COCC1.O.C(Cl)Cl. The product is [CH2:1]([O:3][C:14]1[CH:13]=[C:9]([CH:8]=[CH:7][C:15]=1[N+:16]([O-:18])=[O:17])[C:10]([NH2:12])=[O:11])[CH3:2]. The yield is 0.670.